Dataset: Catalyst prediction with 721,799 reactions and 888 catalyst types from USPTO. Task: Predict which catalyst facilitates the given reaction. (1) Reactant: N(C(OC(C)C)=O)=NC(OC(C)C)=O.[CH3:15][NH:16][C:17]1[N:22]=[C:21]([CH2:23][CH2:24][OH:25])[CH:20]=[CH:19][CH:18]=1.O[C:27]1[CH:28]=[C:29]2[C:33](=[CH:34][CH:35]=1)[NH:32][C:31]([CH2:36][CH2:37][C:38]([O:40]C)=[O:39])=[CH:30]2.C1(P(C2C=CC=CC=2)C2C=CC=CC=2)C=CC=CC=1. Product: [CH3:15][NH:16][C:17]1[N:22]=[C:21]([CH2:23][CH2:24][O:25][C:27]2[CH:28]=[C:29]3[C:33](=[CH:34][CH:35]=2)[NH:32][C:31]([CH2:36][CH2:37][C:38]([OH:40])=[O:39])=[CH:30]3)[CH:20]=[CH:19][CH:18]=1. The catalyst class is: 7. (2) Reactant: Br[CH2:2][CH2:3][CH2:4][CH2:5][CH2:6][CH2:7][C:8]#[CH:9].[S:10]1[CH:14]=[CH:13][CH:12]=[C:11]1[C:15]1[N:23]=[C:22]([NH2:24])[N:21]=[C:20]2[C:16]=1[NH:17][CH:18]=[N:19]2.C(=O)([O-])[O-].[K+].[K+]. Product: [S:10]1[CH:14]=[CH:13][CH:12]=[C:11]1[C:15]1[N:23]=[C:22]([NH2:24])[N:21]=[C:20]2[C:16]=1[N:17]=[CH:18][N:19]2[CH2:2][CH2:3][CH2:4][CH2:5][CH2:6][CH2:7][C:8]#[CH:9]. The catalyst class is: 9. (3) Reactant: C[O:2][C:3]([C@@H:5]1[C:11]2[CH:12]=[CH:13][CH:14]=[CH:15][C:10]=2[O:9][C:8]2[CH:16]=[CH:17][C:18]([Cl:20])=[CH:19][C:7]=2[C@H:6]1[CH2:21][N+:22]([O-])=O)=O.[H-].[Al+3].[Li+].[H-].[H-].[H-].C1COCC1.C1(C)C=CC=CC=1. Product: [NH2:22][CH2:21][C@H:6]1[C@H:5]([CH2:3][OH:2])[C:11]2[CH:12]=[CH:13][CH:14]=[CH:15][C:10]=2[O:9][C:8]2[CH:16]=[CH:17][C:18]([Cl:20])=[CH:19][C:7]1=2. The catalyst class is: 1. (4) Reactant: [Mn]([O-])(=O)(=O)=O.[K+].[CH:7]1([O:12][C:13]2[C:18]([O:19][CH3:20])=[CH:17][N:16]=[C:15]([CH2:21][OH:22])[CH:14]=2)[CH2:11][CH2:10][CH2:9][CH2:8]1.[OH-].[K+].C([OH:28])(C)C. Product: [CH:7]1([O:12][C:13]2[C:18]([O:19][CH3:20])=[CH:17][N:16]=[C:15]([C:21]([OH:28])=[O:22])[CH:14]=2)[CH2:8][CH2:9][CH2:10][CH2:11]1. The catalyst class is: 6. (5) Reactant: C[O:2][C:3](=[O:35])[CH2:4][O:5][C:6]1[CH:15]=[CH:14][C:13]([Cl:16])=[C:12]2[C:7]=1[C:8]([O:31][CH:32]([F:34])[F:33])=[C:9]([CH2:20][C:21]1[CH:26]=[CH:25][C:24]([S:27]([CH3:30])(=[O:29])=[O:28])=[CH:23][CH:22]=1)[C:10]([CH:17]([CH3:19])[CH3:18])=[N:11]2.[OH-].[Li+]. Product: [Cl:16][C:13]1[CH:14]=[CH:15][C:6]([O:5][CH2:4][C:3]([OH:35])=[O:2])=[C:7]2[C:12]=1[N:11]=[C:10]([CH:17]([CH3:19])[CH3:18])[C:9]([CH2:20][C:21]1[CH:22]=[CH:23][C:24]([S:27]([CH3:30])(=[O:28])=[O:29])=[CH:25][CH:26]=1)=[C:8]2[O:31][CH:32]([F:33])[F:34]. The catalyst class is: 7. (6) Reactant: BrC1C(O)=C([C:9]2([C:12](N)=[O:13])[CH2:11][CH2:10]2)C(C#N)=C(C)C=1C1C=CC=CC=1.C1(C(O[C:30]2([NH2:46])[C:35]([C:36]#[N:37])=[C:34]([CH3:38])[C:33]([C:39]3[CH:44]=[CH:43][CH:42]=[CH:41][CH:40]=3)=[C:32]([Br:45])[CH2:31]2)=O)CC1.O.C1(C)C=CC(S(O)(=O)=O)=CC=1.C1(C)C=CC=CC=1. Product: [Br:45][C:32]1[C:33]([C:39]2[CH:40]=[CH:41][CH:42]=[CH:43][CH:44]=2)=[C:34]([CH3:38])[C:35]([C:36]#[N:37])=[C:30]2[C:31]=1[O:13][C:12]([CH:9]1[CH2:11][CH2:10]1)=[N:46]2. The catalyst class is: 13. (7) Reactant: [Na].Cl[C:3]1[N:11]=[CH:10][CH:9]=[CH:8][C:4]=1[C:5]([OH:7])=[O:6]. Product: [CH2:5]([O:6][C:3]1[C:4]([C:5]([OH:7])=[O:6])=[CH:8][CH:9]=[CH:10][N:11]=1)[CH2:4][CH2:8][CH3:9]. The catalyst class is: 51.